From a dataset of Buchwald-Hartwig C-N cross coupling reaction yields with 55,370 reactions. Predict the reaction yield, written as a fraction of the theoretical maximum amount of product (1.0 means a 100% yield; for example, 0.34 means a 34% yield). The reactants are CCc1ccc(Br)cc1.Cc1ccc(N)cc1.O=S(=O)(O[Pd]1c2ccccc2-c2ccccc2N~1)C(F)(F)F.COc1ccc(OC)c(P(C(C)(C)C)C(C)(C)C)c1-c1c(C(C)C)cc(C(C)C)cc1C(C)C.CCN=P(N=P(N(C)C)(N(C)C)N(C)C)(N(C)C)N(C)C.Cc1ccno1. No catalyst specified. The product is CCc1ccc(Nc2ccc(C)cc2)cc1. The yield is 0.145.